Task: Predict hERG channel inhibition at various concentrations.. Dataset: hERG Central: cardiac toxicity at 1µM, 10µM, and general inhibition (1) The molecule is COc1ccccc1N1CCN(CCCn2c(=S)[nH]c3ccccc3c2=O)CC1. Results: hERG_inhib (hERG inhibition (general)): blocker. (2) The compound is CC1CCN(CCCCOc2cccc(Br)c2)CC1.O=C(O)C(=O)O. Results: hERG_inhib (hERG inhibition (general)): blocker. (3) The molecule is Cc1ccc(N2CCN(CC(O)COc3ccccc3)CC2)cc1. Results: hERG_inhib (hERG inhibition (general)): blocker. (4) The drug is CCCCCn1c(=NC(=O)c2ccco2)c(C(=O)OCC)cc2c(=O)n3ccccc3nc21. Results: hERG_inhib (hERG inhibition (general)): blocker.